From a dataset of NCI-60 drug combinations with 297,098 pairs across 59 cell lines. Regression. Given two drug SMILES strings and cell line genomic features, predict the synergy score measuring deviation from expected non-interaction effect. (1) Drug 1: C1CC(=O)NC(=O)C1N2CC3=C(C2=O)C=CC=C3N. Drug 2: CC1=C2C(C(=O)C3(C(CC4C(C3C(C(C2(C)C)(CC1OC(=O)C(C(C5=CC=CC=C5)NC(=O)C6=CC=CC=C6)O)O)OC(=O)C7=CC=CC=C7)(CO4)OC(=O)C)O)C)OC(=O)C. Cell line: EKVX. Synergy scores: CSS=14.0, Synergy_ZIP=-6.86, Synergy_Bliss=-6.03, Synergy_Loewe=-27.0, Synergy_HSA=-4.13. (2) Drug 1: C1CC(=O)NC(=O)C1N2CC3=C(C2=O)C=CC=C3N. Drug 2: CC1C(C(CC(O1)OC2CC(CC3=C2C(=C4C(=C3O)C(=O)C5=C(C4=O)C(=CC=C5)OC)O)(C(=O)CO)O)N)O.Cl. Cell line: NCI-H522. Synergy scores: CSS=59.9, Synergy_ZIP=2.90, Synergy_Bliss=5.43, Synergy_Loewe=-15.4, Synergy_HSA=5.46. (3) Drug 1: CC1=C2C(C(=O)C3(C(CC4C(C3C(C(C2(C)C)(CC1OC(=O)C(C(C5=CC=CC=C5)NC(=O)C6=CC=CC=C6)O)O)OC(=O)C7=CC=CC=C7)(CO4)OC(=O)C)O)C)OC(=O)C. Drug 2: CC1CCCC2(C(O2)CC(NC(=O)CC(C(C(=O)C(C1O)C)(C)C)O)C(=CC3=CSC(=N3)C)C)C. Cell line: SK-MEL-28. Synergy scores: CSS=45.4, Synergy_ZIP=-5.36, Synergy_Bliss=-4.11, Synergy_Loewe=-2.63, Synergy_HSA=-0.171. (4) Drug 1: C#CCC(CC1=CN=C2C(=N1)C(=NC(=N2)N)N)C3=CC=C(C=C3)C(=O)NC(CCC(=O)O)C(=O)O. Drug 2: CC1=C(C(=O)C2=C(C1=O)N3CC4C(C3(C2COC(=O)N)OC)N4)N. Cell line: CAKI-1. Synergy scores: CSS=36.9, Synergy_ZIP=1.23, Synergy_Bliss=-0.605, Synergy_Loewe=-4.37, Synergy_HSA=-4.47. (5) Drug 1: CC1C(C(=O)NC(C(=O)N2CCCC2C(=O)N(CC(=O)N(C(C(=O)O1)C(C)C)C)C)C(C)C)NC(=O)C3=C4C(=C(C=C3)C)OC5=C(C(=O)C(=C(C5=N4)C(=O)NC6C(OC(=O)C(N(C(=O)CN(C(=O)C7CCCN7C(=O)C(NC6=O)C(C)C)C)C)C(C)C)C)N)C. Drug 2: CCC1(CC2CC(C3=C(CCN(C2)C1)C4=CC=CC=C4N3)(C5=C(C=C6C(=C5)C78CCN9C7C(C=CC9)(C(C(C8N6C=O)(C(=O)OC)O)OC(=O)C)CC)OC)C(=O)OC)O.OS(=O)(=O)O. Cell line: NCI-H226. Synergy scores: CSS=12.1, Synergy_ZIP=-1.10, Synergy_Bliss=8.74, Synergy_Loewe=6.72, Synergy_HSA=7.38. (6) Drug 1: C1=NC2=C(N1)C(=S)N=CN2. Drug 2: C1=NC2=C(N=C(N=C2N1C3C(C(C(O3)CO)O)F)Cl)N. Cell line: HT29. Synergy scores: CSS=-2.44, Synergy_ZIP=-2.35, Synergy_Bliss=-1.88, Synergy_Loewe=-9.60, Synergy_HSA=-7.45. (7) Drug 1: CNC(=O)C1=CC=CC=C1SC2=CC3=C(C=C2)C(=NN3)C=CC4=CC=CC=N4. Drug 2: C1=NC2=C(N=C(N=C2N1C3C(C(C(O3)CO)O)O)F)N. Cell line: COLO 205. Synergy scores: CSS=-16.0, Synergy_ZIP=-7.44, Synergy_Bliss=-26.6, Synergy_Loewe=-29.0, Synergy_HSA=-29.5.